The task is: Predict the product of the given reaction.. This data is from Forward reaction prediction with 1.9M reactions from USPTO patents (1976-2016). (1) Given the reactants [OH-].[K+].[NH2:3][C:4]1[C:9]([N+:10]([O-:12])=[O:11])=[CH:8][CH:7]=[CH:6][C:5]=1[OH:13].I[CH3:15], predict the reaction product. The product is: [CH3:15][O:13][C:5]1[CH:6]=[CH:7][CH:8]=[C:9]([N+:10]([O-:12])=[O:11])[C:4]=1[NH2:3]. (2) Given the reactants [Cl:1][C:2]1[CH:7]=[C:6]([O:8][C:9]2[CH:14]=[CH:13][C:12]([NH2:15])=[CH:11][CH:10]=2)[CH:5]=[CH:4][N:3]=1.[CH2:16]([C:18]1[CH:23]=[CH:22][C:21]([N:24]=[C:25]=[O:26])=[CH:20][CH:19]=1)[CH3:17], predict the reaction product. The product is: [Cl:1][C:2]1[CH:7]=[C:6]([O:8][C:9]2[CH:14]=[CH:13][C:12]([NH:15][C:25]([NH:24][C:21]3[CH:22]=[CH:23][C:18]([CH2:16][CH3:17])=[CH:19][CH:20]=3)=[O:26])=[CH:11][CH:10]=2)[CH:5]=[CH:4][N:3]=1. (3) Given the reactants [CH2:1]([C:4]1[C:8]([CH2:9][CH2:10][CH2:11][OH:12])=[CH:7][N:6]([C:13]2[CH:18]=[CH:17][C:16]([C:19]([F:22])([F:21])[F:20])=[CH:15][N:14]=2)[N:5]=1)[CH2:2][CH3:3].O[C:24]1[CH:25]=[C:26]([CH2:32][C:33]([O:35]C)=[O:34])[CH:27]=[CH:28][C:29]=1[O:30][CH3:31].C(P(CCCC)CCCC)CCC.N(C(N1CCCCC1)=O)=NC(N1CCCCC1)=O, predict the reaction product. The product is: [CH3:31][O:30][C:29]1[CH:24]=[CH:25][C:26]([CH2:32][C:33]([OH:35])=[O:34])=[CH:27][C:28]=1[O:12][CH2:11][CH2:10][CH2:9][C:8]1[C:4]([CH2:1][CH2:2][CH3:3])=[N:5][N:6]([C:13]2[CH:18]=[CH:17][C:16]([C:19]([F:21])([F:20])[F:22])=[CH:15][N:14]=2)[CH:7]=1. (4) Given the reactants [OH:1][NH:2][C:3](=[O:9])[O:4][C:5]([CH3:8])([CH3:7])[CH3:6].[Cl:10][C:11]1[CH:19]=[CH:18][C:14]([C:15](Cl)=[O:16])=[CH:13][CH:12]=1.C(N(CC)CC)C, predict the reaction product. The product is: [Cl:10][C:11]1[CH:19]=[CH:18][C:14]([C:15]([O:1][NH:2][C:3](=[O:9])[O:4][C:5]([CH3:8])([CH3:7])[CH3:6])=[O:16])=[CH:13][CH:12]=1. (5) Given the reactants [CH:1]1([CH:7]([NH:32][CH:33]=[O:34])[CH:8]([C:25]2[CH:30]=[CH:29][CH:28]=[CH:27][C:26]=2[F:31])[CH2:9][CH2:10][N:11]2[CH2:16][CH2:15][N:14]([C:17]3[CH:22]=[CH:21][CH:20]=[CH:19][C:18]=3OC)[CH2:13][CH2:12]2)[CH2:6][CH2:5][CH2:4][CH2:3][CH2:2]1.C1(C(=O)C(C2C=CC=CC=2F)[CH2:43][CH2:44][N:45]2CCN(C3C=CC=C4C=3C=CN4)CC2)CCCCC1, predict the reaction product. The product is: [CH:1]1([CH:7]([NH:32][CH:33]=[O:34])[CH:8]([C:25]2[CH:30]=[CH:29][CH:28]=[CH:27][C:26]=2[F:31])[CH2:9][CH2:10][N:11]2[CH2:12][CH2:13][N:14]([C:17]3[CH:22]=[CH:21][CH:20]=[C:19]4[C:18]=3[CH:43]=[CH:44][NH:45]4)[CH2:15][CH2:16]2)[CH2:2][CH2:3][CH2:4][CH2:5][CH2:6]1. (6) Given the reactants [N:1]1([C:7]2[CH:8]=[C:9]([C:18]([O:21][CH3:22])=[CH:19][CH:20]=2)[CH2:10][CH:11]2COC(C)(C)[O:12]2)[CH2:6][CH2:5][CH2:4][CH2:3][CH2:2]1.C(OCC)(=O)C.Cl, predict the reaction product. The product is: [CH3:22][O:21][C:18]1[CH:19]=[CH:20][C:7]([N:1]2[CH2:6][CH2:5][CH2:4][CH2:3][CH2:2]2)=[CH:8][C:9]=1[CH2:10][CH:11]=[O:12]. (7) Given the reactants [Cl:1][C:2]1[N:3]=[C:4]([C:9]([NH:11][C@H:12]2[CH2:17][CH2:16][N:15]([C:18](=O)C(F)(F)F)[CH2:14][C@H:13]2[O:24][CH2:25][CH:26]([F:28])[F:27])=[O:10])[NH:5][C:6]=1[CH2:7][CH3:8].[OH-].[Li+].Cl.C(N(C(C)C)CC)(C)C.BrC1[S:43][C:44]([C:47]([O:49][CH2:50][CH3:51])=[O:48])=[CH:45][N:46]=1, predict the reaction product. The product is: [Cl:1][C:2]1[N:3]=[C:4]([C:9]([NH:11][C@H:12]2[CH2:17][CH2:16][N:15]([C:18]3[S:43][C:44]([C:47]([O:49][CH2:50][CH3:51])=[O:48])=[CH:45][N:46]=3)[CH2:14][C@H:13]2[O:24][CH2:25][CH:26]([F:28])[F:27])=[O:10])[NH:5][C:6]=1[CH2:7][CH3:8]. (8) Given the reactants [F:1][C:2]1[CH:3]=[C:4]([C:9]([F:12])([F:11])[F:10])[CH:5]=[C:6]([CH:8]=1)[NH2:7].C[Si]([N:17]=[C:18]=[O:19])(C)C, predict the reaction product. The product is: [F:1][C:2]1[CH:8]=[C:6]([NH:7][C:18]([NH2:17])=[O:19])[CH:5]=[C:4]([C:9]([F:10])([F:11])[F:12])[CH:3]=1. (9) Given the reactants [CH3:1][C:2]1([CH3:37])[O:7][C:6]2[CH:8]=[CH:9][C:10]([C:12]3[CH2:16][CH2:15][C@:14]([C:29]4[CH:34]=[CH:33][CH:32]=[C:31]([F:35])[C:30]=4[CH3:36])([C:17]([O:19]CC4C=CC(OC)=CC=4)=[O:18])[CH:13]=3)=[CH:11][C:5]=2[NH:4][CH2:3]1, predict the reaction product. The product is: [CH3:1][C:2]1([CH3:37])[O:7][C:6]2[CH:8]=[CH:9][C:10]([CH:12]3[CH2:16][CH2:15][C@:14]([C:29]4[CH:34]=[CH:33][CH:32]=[C:31]([F:35])[C:30]=4[CH3:36])([C:17]([OH:19])=[O:18])[CH2:13]3)=[CH:11][C:5]=2[NH:4][CH2:3]1.